This data is from Full USPTO retrosynthesis dataset with 1.9M reactions from patents (1976-2016). The task is: Predict the reactants needed to synthesize the given product. (1) The reactants are: [CH3:1][O:2][C:3]1[CH:4]=[C:5]2[C:10](=[CH:11][C:12]=1[O:13][CH2:14][CH2:15][O:16][CH3:17])[N:9]=[CH:8][N:7]=[C:6]2[S:18][C:19]1[CH:20]=[C:21]([CH:23]=[CH:24][CH:25]=1)[NH2:22].[C:26]([C:30]1[CH:34]=[C:33]([NH:35][C:36](=O)[O:37]C2C=CC=CC=2)[N:32]([C:45]2[CH:50]=[CH:49][C:48]([CH3:51])=[CH:47][C:46]=2[CH3:52])[N:31]=1)([CH3:29])([CH3:28])[CH3:27]. Given the product [C:26]([C:30]1[CH:34]=[C:33]([NH:35][C:36]([NH:22][C:21]2[CH:23]=[CH:24][CH:25]=[C:19]([S:18][C:6]3[C:5]4[C:10](=[CH:11][C:12]([O:13][CH2:14][CH2:15][O:16][CH3:17])=[C:3]([O:2][CH3:1])[CH:4]=4)[N:9]=[CH:8][N:7]=3)[CH:20]=2)=[O:37])[N:32]([C:45]2[CH:50]=[CH:49][C:48]([CH3:51])=[CH:47][C:46]=2[CH3:52])[N:31]=1)([CH3:29])([CH3:28])[CH3:27], predict the reactants needed to synthesize it. (2) Given the product [O:19]([C:21]1[CH:29]=[CH:28][CH:27]=[C:26]([O:30][CH3:31])[C:22]=1[C:23]([N:12]1[C:13]2[C:18](=[CH:17][CH:16]=[CH:15][N:14]=2)[C:10]([C:7]2[CH2:8][CH:9]3[N:4]([CH2:3][CH2:2][CH2:1]3)[CH2:5][CH:6]=2)=[CH:11]1)=[O:24])[CH3:20], predict the reactants needed to synthesize it. The reactants are: [CH2:1]1[CH:9]2[N:4]([CH2:5][CH:6]=[C:7]([C:10]3[C:18]4[C:13](=[N:14][CH:15]=[CH:16][CH:17]=4)[NH:12][CH:11]=3)[CH2:8]2)[CH2:3][CH2:2]1.[O:19]([C:21]1[CH:29]=[CH:28][CH:27]=[C:26]([O:30][CH3:31])[C:22]=1[C:23](Cl)=[O:24])[CH3:20].C[Si]([N-][Si](C)(C)C)(C)C.[Na+]. (3) Given the product [Br:15][CH:1]1[C:11]2=[C:12]3[C:7](=[CH:8][CH:9]=[CH:10]2)[CH:6]=[CH:5][CH:4]=[C:3]3[CH2:2]1, predict the reactants needed to synthesize it. The reactants are: [CH:1]1(O)[C:11]2=[C:12]3[C:7](=[CH:8][CH:9]=[CH:10]2)[CH:6]=[CH:5][CH:4]=[C:3]3[CH2:2]1.P(Br)(Br)[Br:15]. (4) Given the product [C:11]([C:15]1[CH:16]=[C:17]([C:2]2[CH:10]=[CH:9][CH:8]=[C:7]3[C:3]=2[CH:4]=[CH:5][CH2:6]3)[CH:18]=[C:19]([C:21]([CH3:24])([CH3:23])[CH3:22])[CH:20]=1)([CH3:14])([CH3:13])[CH3:12], predict the reactants needed to synthesize it. The reactants are: Br[C:2]1[CH:10]=[CH:9][CH:8]=[C:7]2[C:3]=1[CH:4]=[CH:5][CH2:6]2.[C:11]([C:15]1[CH:16]=[C:17](B2OC(C)(C)C(C)(C)O2)[CH:18]=[C:19]([C:21]([CH3:24])([CH3:23])[CH3:22])[CH:20]=1)([CH3:14])([CH3:13])[CH3:12].C(=O)([O-])[O-].[K+].[K+].O1CCOCC1. (5) Given the product [Cl:1][C:2]1[CH:7]=[C:6]([Cl:8])[CH:5]=[CH:4][C:3]=1[C:9]([F:16])([F:15])[C:10]([OH:12])=[O:11], predict the reactants needed to synthesize it. The reactants are: [Cl:1][C:2]1[CH:7]=[C:6]([Cl:8])[CH:5]=[CH:4][C:3]=1[C:9]([F:16])([F:15])[C:10]([O:12]CC)=[O:11].CO.O.O.[OH-].[Li+].